This data is from Kir2.1 potassium channel HTS with 301,493 compounds. The task is: Binary Classification. Given a drug SMILES string, predict its activity (active/inactive) in a high-throughput screening assay against a specified biological target. (1) The compound is S(=O)(=O)(Nc1nc(nc(c1)C)C)c1ccc(NC(=O)c2ccc(OC)cc2)cc1. The result is 0 (inactive). (2) The drug is Clc1cc(CC2(CCCN(C2)C(=O)c2n(ncc2)C)C(OCC)=O)ccc1. The result is 0 (inactive). (3) The compound is S(=O)(=O)(NCc1cccnc1)c1c([N+]([O-])=O)cccc1. The result is 0 (inactive). (4) The molecule is Clc1c(c2noc(c2C(=O)c2cc([nH]c2)C(=O)NCCCOC)C)c(Cl)ccc1. The result is 0 (inactive). (5) The drug is S1(=O)(=O)CC(N(C)C(=O)COC(=O)c2c3c(nc(c2)c2c(cc(cc2)C)C)cccc3)CC1. The result is 0 (inactive). (6) The compound is o1c2c(n(c(c2)C(=O)NCc2ccccc2)C)c2c1cccc2. The result is 0 (inactive).